From a dataset of Forward reaction prediction with 1.9M reactions from USPTO patents (1976-2016). Predict the product of the given reaction. (1) Given the reactants C([O:3][C:4](=[O:38])[C@H:5]([CH2:14][C:15]1[C:20]([I:21])=[CH:19][C:18]([O:22][C:23]([O:25][C:26]([CH3:29])([CH3:28])[CH3:27])=[O:24])=[C:17]([O:30][C:31]([O:33][C:34]([CH3:37])([CH3:36])[CH3:35])=[O:32])[CH:16]=1)[NH:6][C:7]([O:9][C:10]([CH3:13])([CH3:12])[CH3:11])=[O:8])C.[OH-].[Li+].C(O)(=O)C, predict the reaction product. The product is: [C:10]([O:9][C:7]([NH:6][C@H:5]([C:4]([OH:38])=[O:3])[CH2:14][C:15]1[C:20]([I:21])=[CH:19][C:18]([O:22][C:23]([O:25][C:26]([CH3:28])([CH3:29])[CH3:27])=[O:24])=[C:17]([O:30][C:31]([O:33][C:34]([CH3:37])([CH3:36])[CH3:35])=[O:32])[CH:16]=1)=[O:8])([CH3:11])([CH3:12])[CH3:13]. (2) Given the reactants C(OC([N:11]([CH2:14][C:15]1[CH:20]=[C:19]([C:21]([F:24])([F:23])[F:22])[CH:18]=[CH:17][C:16]=1[C:25]1[CH:30]=[CH:29][CH:28]=[C:27]([CH2:31][C:32]([OH:34])=[O:33])[CH:26]=1)[CH2:12][CH3:13])=O)C1C=CC=CC=1, predict the reaction product. The product is: [CH2:12]([NH:11][CH2:14][C:15]1[CH:20]=[C:19]([C:21]([F:22])([F:24])[F:23])[CH:18]=[CH:17][C:16]=1[C:25]1[CH:30]=[CH:29][CH:28]=[C:27]([CH2:31][C:32]([OH:34])=[O:33])[CH:26]=1)[CH3:13].